From a dataset of CYP2D6 substrate classification data from Carbon-Mangels et al.. Regression/Classification. Given a drug SMILES string, predict its absorption, distribution, metabolism, or excretion properties. Task type varies by dataset: regression for continuous measurements (e.g., permeability, clearance, half-life) or binary classification for categorical outcomes (e.g., BBB penetration, CYP inhibition). Dataset: cyp2d6_substrate_carbonmangels. (1) The compound is C[C@H](Cn1cnc2c(N)ncnc21)OCP(=O)(O)O. The result is 0 (non-substrate). (2) The drug is CCN(CC)C(=O)N[C@H]1C=C2c3cccc4[nH]cc(c34)C[C@H]2N(C)C1. The result is 1 (substrate). (3) The compound is Clc1ccc2c(c1)C(N1CCNCC1)=Nc1ccccc1O2. The result is 1 (substrate).